From a dataset of Forward reaction prediction with 1.9M reactions from USPTO patents (1976-2016). Predict the product of the given reaction. (1) Given the reactants [Br:1][C:2]1[C:11]([OH:12])=[C:10]([CH3:13])[CH:9]=[C:8]2[C:3]=1[CH:4]=[CH:5][CH:6]=[N:7]2.[O:14](S(C(F)(F)F)(=O)=O)[S:15]([C:18]([F:21])([F:20])[F:19])(=O)=[O:16], predict the reaction product. The product is: [F:19][C:18]([F:21])([F:20])[S:15]([O:12][C:11]1[C:2]([Br:1])=[C:3]2[C:8](=[CH:9][C:10]=1[CH3:13])[N:7]=[CH:6][CH:5]=[CH:4]2)(=[O:16])=[O:14]. (2) The product is: [NH2:11][CH:12]([CH2:32][N:33]([CH2:47][CH2:48][NH2:49])[CH2:34][CH2:35][NH2:36])[CH2:13][C:14]1[CH:31]=[CH:30][C:17]([O:18][CH2:19][C:20]([OH:22])=[O:21])=[CH:16][CH:15]=1. Given the reactants C(OC([NH:11][CH:12]([CH2:32][N:33]([CH2:47][CH2:48][NH:49]C(OCC1C=CC=CC=1)=O)[CH2:34][CH2:35][NH:36]C(OCC1C=CC=CC=1)=O)[CH2:13][C:14]1[CH:31]=[CH:30][C:17]([O:18][CH2:19][C:20]([O:22]CC2C=CC=CC=2)=[O:21])=[CH:16][CH:15]=1)=O)C1C=CC=CC=1.O, predict the reaction product. (3) Given the reactants [CH3:1][C:2]([CH3:10])([CH:5]([OH:9])[CH:6]([CH3:8])[CH3:7])[CH2:3][OH:4].[CH2:11](Br)[CH:12]([CH3:14])[CH3:13], predict the reaction product. The product is: [CH3:11][CH:12]([CH3:14])[CH2:13][O:4][CH2:3][C:2]([CH3:10])([CH3:1])[CH:5]([OH:9])[CH:6]([CH3:8])[CH3:7]. (4) Given the reactants C(Cl)C(C)C.[CH2:6]([N:13]1[C:21]2[C:16](=[CH:17][CH:18]=[C:19]([CH2:22][C:23]([OH:25])=[O:24])[CH:20]=2)[CH:15]=[CH:14]1)[C:7]1[CH:12]=[CH:11][CH:10]=[CH:9][CH:8]=1, predict the reaction product. The product is: [CH2:6]([N:13]1[C:21]2[C:16](=[CH:17][CH:18]=[C:19]([CH2:22][C:23]([OH:25])=[O:24])[CH:20]=2)[CH:15]=[CH:14]1)[CH:7]([CH3:12])[CH3:8].[CH2:6]([N:13]1[C:21]2[C:16](=[CH:17][CH:18]=[C:19]([CH2:22][C:23]([OH:25])=[O:24])[CH:20]=2)[CH:15]=[CH:14]1)[C:7]1[CH:8]=[CH:9][CH:10]=[CH:11][CH:12]=1. (5) Given the reactants [F:1][C:2]1[CH:11]=[CH:10][C:5]([C:6]([O:8][CH3:9])=[O:7])=[C:4]([OH:12])[CH:3]=1.C1(P(C2C=CC=CC=2)C2C=CC=CC=2)C=CC=CC=1.[C:32]([O:36][C:37]([N:39]1[CH2:44][CH2:43][CH:42](O)[CH2:41][CH2:40]1)=[O:38])([CH3:35])([CH3:34])[CH3:33].N(C(OCC)=O)=NC(OCC)=O, predict the reaction product. The product is: [C:32]([O:36][C:37]([N:39]1[CH2:44][CH2:43][CH:42]([O:12][C:4]2[CH:3]=[C:2]([F:1])[CH:11]=[CH:10][C:5]=2[C:6]([O:8][CH3:9])=[O:7])[CH2:41][CH2:40]1)=[O:38])([CH3:35])([CH3:33])[CH3:34]. (6) Given the reactants [O:1]1[C:5]2[CH:6]=[CH:7][CH:8]=[CH:9][C:4]=2[CH:3]=[C:2]1[C:10]1[C:18]2[C:13](=[CH:14][CH:15]=[C:16]([C:19](O)=[O:20])[CH:17]=2)[N:12](C2CCCCO2)[N:11]=1.CN(C(ON1N=NC2C1=CC=CC=2)=[N+](C)C)C.F[P-](F)(F)(F)(F)F.[CH2:52]([NH2:56])[CH:53]([CH3:55])[CH3:54], predict the reaction product. The product is: [O:1]1[C:5]2[CH:6]=[CH:7][CH:8]=[CH:9][C:4]=2[CH:3]=[C:2]1[C:10]1[C:18]2[C:13](=[CH:14][CH:15]=[C:16]([C:19]([NH:56][CH2:52][CH:53]([CH3:55])[CH3:54])=[O:20])[CH:17]=2)[NH:12][N:11]=1. (7) Given the reactants [C:1]([O:5][C:6]([N:8]1[CH2:13][CH2:12][NH:11][CH2:10][CH2:9]1)=[O:7])([CH3:4])([CH3:3])[CH3:2].[Br:14][C:15]1[CH:20]=[CH:19][C:18]([S:21](Cl)(=[O:23])=[O:22])=[CH:17][CH:16]=1, predict the reaction product. The product is: [C:1]([O:5][C:6]([N:8]1[CH2:13][CH2:12][N:11]([S:21]([C:18]2[CH:19]=[CH:20][C:15]([Br:14])=[CH:16][CH:17]=2)(=[O:23])=[O:22])[CH2:10][CH2:9]1)=[O:7])([CH3:4])([CH3:2])[CH3:3]. (8) Given the reactants [Cl:1][C:2]1[N:7]=[CH:6][C:5]2[C:8](I)=[N:9][N:10]([C:11]([C:24]3[CH:29]=[CH:28][CH:27]=[CH:26][CH:25]=3)([C:18]3[CH:23]=[CH:22][CH:21]=[CH:20][CH:19]=3)[C:12]3[CH:17]=[CH:16][CH:15]=[CH:14][CH:13]=3)[C:4]=2[CH:3]=1.[F:31][C:32]([F:37])([F:36])[CH:33]([NH2:35])[CH3:34].CC(C)([O-])C.[Na+], predict the reaction product. The product is: [Cl:1][C:2]1[N:7]=[CH:6][C:5]2[C:8]([NH:35][CH:33]([CH3:34])[C:32]([F:37])([F:36])[F:31])=[N:9][N:10]([C:11]([C:24]3[CH:29]=[CH:28][CH:27]=[CH:26][CH:25]=3)([C:18]3[CH:23]=[CH:22][CH:21]=[CH:20][CH:19]=3)[C:12]3[CH:17]=[CH:16][CH:15]=[CH:14][CH:13]=3)[C:4]=2[CH:3]=1. (9) Given the reactants [Br:1][C:2]1[CH:3]=[C:4]2[C:9]([NH:10][C@H:11]3[C@@H:15]([O:16][CH3:17])[CH2:14][N:13](C(OCC4C=CC=CC=4)=O)[CH2:12]3)=[C:8]([C:28](=[O:30])[NH2:29])[CH:7]=[N:6][N:5]2[CH:31]=1.I[Si](C)(C)C, predict the reaction product. The product is: [Br:1][C:2]1[CH:3]=[C:4]2[C:9]([NH:10][C@H:11]3[C@@H:15]([O:16][CH3:17])[CH2:14][NH:13][CH2:12]3)=[C:8]([C:28]([NH2:29])=[O:30])[CH:7]=[N:6][N:5]2[CH:31]=1. (10) Given the reactants [CH:1]12[CH2:13][CH2:12][CH:8]([CH2:9][NH:10][CH2:11]1)[C:7]1[C:2]2=[CH:3][C:4]([NH:14][C:15]2[N:20]=[C:19]([NH:21][C@@H:22]3[CH2:27][CH2:26][CH2:25][CH2:24][C@H:23]3[NH:28][S:29]([CH3:32])(=[O:31])=[O:30])[C:18]([Cl:33])=[CH:17][N:16]=2)=[CH:5][CH:6]=1.[CH3:34][S:35](Cl)(=[O:37])=[O:36], predict the reaction product. The product is: [Cl:33][C:18]1[C:19]([NH:21][C@@H:22]2[CH2:27][CH2:26][CH2:25][CH2:24][C@H:23]2[NH:28][S:29]([CH3:32])(=[O:31])=[O:30])=[N:20][C:15]([NH:14][C:4]2[CH:3]=[C:2]3[C:7](=[CH:6][CH:5]=2)[CH:8]2[CH2:12][CH2:13][CH:1]3[CH2:11][N:10]([S:35]([CH3:34])(=[O:37])=[O:36])[CH2:9]2)=[N:16][CH:17]=1.